From a dataset of Forward reaction prediction with 1.9M reactions from USPTO patents (1976-2016). Predict the product of the given reaction. (1) The product is: [NH2:1][C@H:4]1[C:7](=[O:8])[N:6]([Si:9]([C:12]([CH3:14])([CH3:15])[CH3:13])([CH3:10])[CH3:11])[C@@H:5]1[C:16]([O:18][CH3:19])=[O:17]. Given the reactants [N:1]([C@H:4]1[C:7](=[O:8])[N:6]([Si:9]([C:12]([CH3:15])([CH3:14])[CH3:13])([CH3:11])[CH3:10])[C@@H:5]1[C:16]([O:18][CH3:19])=[O:17])=[N+]=[N-].CO, predict the reaction product. (2) Given the reactants [F:1][C:2]1[CH:7]=[CH:6][C:5]([I:8])=[CH:4][C:3]=1[CH2:9]O.CCN(S(F)(F)[F:17])CC, predict the reaction product. The product is: [F:1][C:2]1[CH:7]=[CH:6][C:5]([I:8])=[CH:4][C:3]=1[CH2:9][F:17].